From a dataset of Reaction yield outcomes from USPTO patents with 853,638 reactions. Predict the reaction yield, written as a fraction of the theoretical maximum amount of product (1.0 means a 100% yield; for example, 0.34 means a 34% yield). (1) The reactants are P(Br)(Br)[Br:2].[Br:5][C:6]1[CH:15]=[CH:14][C:13]([Br:16])=[CH:12][C:7]=1[O:8][CH2:9][CH2:10]O.O. The catalyst is C1(C)C=CC=CC=1. The product is [Br:5][C:6]1[CH:15]=[CH:14][C:13]([Br:16])=[CH:12][C:7]=1[O:8][CH2:9][CH2:10][Br:2]. The yield is 0.340. (2) The reactants are [CH3:1][C:2]1[CH:7]=[CH:6][N:5]=[CH:4][C:3]=1[C:8]1[CH:17]=[C:16]2[C:11]([CH:12]=[C:13]([NH2:18])[N:14]=[CH:15]2)=[CH:10][CH:9]=1.Br[C:20]1[CH:25]=[C:24]([CH2:26][OH:27])[CH:23]=[CH:22][N:21]=1. No catalyst specified. The product is [CH3:1][C:2]1[CH:7]=[CH:6][N:5]=[CH:4][C:3]=1[C:8]1[CH:17]=[C:16]2[C:11]([CH:12]=[C:13]([NH:18][C:20]3[CH:25]=[C:24]([CH2:26][OH:27])[CH:23]=[CH:22][N:21]=3)[N:14]=[CH:15]2)=[CH:10][CH:9]=1. The yield is 0.440. (3) The reactants are C[O:2][C:3]([C:5]1[CH:10]=[C:9]([CH3:11])[N:8]2[N:12]=[C:13]([C:15](=[O:27])[NH:16][C@@H:17]3[C:25]4[C:20](=[CH:21][CH:22]=[CH:23][CH:24]=4)[CH2:19][C@@H:18]3[OH:26])[CH:14]=[C:7]2[N:6]=1)=[O:4].[OH-].C[Sn+](C)C. The catalyst is ClCCCl. The product is [OH:26][C@H:18]1[CH2:19][C:20]2[C:25](=[CH:24][CH:23]=[CH:22][CH:21]=2)[C@H:17]1[NH:16][C:15]([C:13]1[CH:14]=[C:7]2[N:6]=[C:5]([C:3]([OH:4])=[O:2])[CH:10]=[C:9]([CH3:11])[N:8]2[N:12]=1)=[O:27]. The yield is 0.990. (4) The reactants are C[O:2][C:3]([C:5]1[CH2:14][C:13](=[O:15])[C:12]2[C:7](=[CH:8][C:9]([CH3:17])=[C:10]([Cl:16])[CH:11]=2)[N:6]=1)=[O:4].[OH-].[Li+]. The catalyst is CO.O. The product is [C:3]([C:5]1[CH2:14][C:13](=[O:15])[C:12]2[C:7](=[CH:8][C:9]([CH3:17])=[C:10]([Cl:16])[CH:11]=2)[N:6]=1)([OH:4])=[O:2]. The yield is 0.880. (5) The reactants are C(OC([NH:8][C:9]1[N:14]=[CH:13][C:12]([CH:15]([CH2:25][C:26]([O:28][CH3:29])=[O:27])[CH:16](C(OC)=O)[C:17]([O:19][CH3:20])=[O:18])=[CH:11][CH:10]=1)=O)(C)(C)C.NC1N=CC(C(CC(OC)=O)C(C(OC)=O)(C(OC)=O)C(OC)=O)=CC=1.[OH-].[Na+].Cl. The catalyst is CO. The product is [NH2:8][C:9]1[N:14]=[CH:13][C:12]([CH:15]([CH2:25][C:26]([O:28][CH3:29])=[O:27])[CH2:16][C:17]([O:19][CH3:20])=[O:18])=[CH:11][CH:10]=1. The yield is 0.939. (6) The reactants are [C:1]([NH:4][C:5]([NH2:7])=[S:6])(=[NH:3])[NH2:2].Br[CH2:9][C:10]([C:12]1[CH:17]=[CH:16][CH:15]=[CH:14][CH:13]=1)=O. The catalyst is CC(C)=O. The product is [C:12]1([C:10]2[N:7]=[C:5]([NH:4][C:1]([NH2:2])=[NH:3])[S:6][CH:9]=2)[CH:17]=[CH:16][CH:15]=[CH:14][CH:13]=1. The yield is 0.870. (7) The reactants are [NH2:1][C:2]1[C:3](=[O:17])[NH:4][C:5](=[S:16])[N:6]([CH2:9][C:10]2[CH:15]=[CH:14][CH:13]=[CH:12][N:11]=2)[C:7]=1[NH2:8].[CH:18](O)=O. No catalyst specified. The product is [N:11]1[CH:12]=[CH:13][CH:14]=[CH:15][C:10]=1[CH2:9][N:6]1[C:7]2[N:8]=[CH:18][NH:1][C:2]=2[C:3](=[O:17])[NH:4][C:5]1=[S:16]. The yield is 0.200. (8) The reactants are [CH2:1]([N:8]1[CH2:13][CH2:12][C:11](=[O:14])[CH2:10][CH2:9]1)[C:2]1[CH:7]=[CH:6][CH:5]=[CH:4][CH:3]=1.[CH3:15][Li]. The catalyst is C(OCC)C. The product is [CH2:1]([N:8]1[CH2:13][CH2:12][C:11]([CH3:15])([OH:14])[CH2:10][CH2:9]1)[C:2]1[CH:3]=[CH:4][CH:5]=[CH:6][CH:7]=1. The yield is 0.830.